This data is from Catalyst prediction with 721,799 reactions and 888 catalyst types from USPTO. The task is: Predict which catalyst facilitates the given reaction. Reactant: CC(C)([O-])C.[K+].[Cl-].[NH2:8][C:9]([NH2:11])=[NH2+:10].[CH2:12]([N:16]1[C:24](=[O:25])[C:23]2[C:18](=[CH:19][CH:20]=[C:21]([CH3:26])[CH:22]=2)[CH:17]1[CH2:27][C:28](OCC)=[O:29])[CH:13]([CH3:15])[CH3:14]. Product: [CH2:12]([N:16]1[C:24](=[O:25])[C:23]2[C:18](=[CH:19][CH:20]=[C:21]([CH3:26])[CH:22]=2)[CH:17]1[CH2:27][C:28]([NH:10][C:9]([NH2:11])=[NH:8])=[O:29])[CH:13]([CH3:15])[CH3:14]. The catalyst class is: 6.